This data is from Catalyst prediction with 721,799 reactions and 888 catalyst types from USPTO. The task is: Predict which catalyst facilitates the given reaction. (1) Reactant: [NH2:1][C:2]1[CH:3]=[C:4]([C:8]2[C:16]3[C:11](=[N:12][CH:13]=[C:14]4[C:19](=[O:20])[N:18]([CH2:21][CH2:22][C:23]5[CH:28]=[CH:27][CH:26]=[CH:25][CH:24]=5)[C:17](=[O:29])[C:15]4=3)[N:10]([CH2:30][C:31]3[CH:36]=[CH:35][C:34]([O:37][CH3:38])=[CH:33][CH:32]=3)[N:9]=2)[CH:5]=[CH:6][CH:7]=1.C(N(CC)CC)C.[C:46]1([S:52](Cl)(=[O:54])=[O:53])[CH:51]=[CH:50][CH:49]=[CH:48][CH:47]=1. Product: [CH3:38][O:37][C:34]1[CH:33]=[CH:32][C:31]([CH2:30][N:10]2[C:11]3=[N:12][CH:13]=[C:14]4[C:19](=[O:20])[N:18]([CH2:21][CH2:22][C:23]5[CH:28]=[CH:27][CH:26]=[CH:25][CH:24]=5)[C:17](=[O:29])[C:15]4=[C:16]3[C:8]([C:4]3[CH:3]=[C:2]([NH:1][S:52]([C:46]4[CH:51]=[CH:50][CH:49]=[CH:48][CH:47]=4)(=[O:54])=[O:53])[CH:7]=[CH:6][CH:5]=3)=[N:9]2)=[CH:36][CH:35]=1. The catalyst class is: 4. (2) Reactant: [Cl:1][C:2]1[CH:10]=[C:9]([NH:11][C@H:12]2[CH2:17][CH2:16][CH2:15][CH:14]([F:18])[CH2:13]2)[C:5]([C:6]([O-:8])=[O:7])=[CH:4][N:3]=1.CO.C(O)(C(F)(F)F)=O. Product: [Cl:1][C:2]1[CH:10]=[C:9]([NH:11][C@H:12]2[CH2:17][CH2:16][CH2:15][CH:14]([F:18])[CH2:13]2)[C:5]([C:6]([OH:8])=[O:7])=[CH:4][N:3]=1. The catalyst class is: 6.